From a dataset of Full USPTO retrosynthesis dataset with 1.9M reactions from patents (1976-2016). Predict the reactants needed to synthesize the given product. Given the product [Br:36][C:35]1[C:27]([S:26][C:5]2[N:6]([CH2:11][CH2:12][CH:13]3[CH2:14][CH2:15][NH:16][CH2:17][CH2:18]3)[C:7]3[C:3]([N:4]=2)=[C:2]([NH2:1])[N:10]=[CH:9][N:8]=3)=[CH:28][C:29]2[O:33][CH2:32][O:31][C:30]=2[CH:34]=1.[F:37][C:38]([F:43])([F:42])[C:39]([O-:41])=[O:40], predict the reactants needed to synthesize it. The reactants are: [NH2:1][C:2]1[N:10]=[CH:9][N:8]=[C:7]2[C:3]=1[N:4]=[C:5]([S:26][C:27]1[C:35]([Br:36])=[CH:34][C:30]3[O:31][CH2:32][O:33][C:29]=3[CH:28]=1)[N:6]2[CH2:11][CH2:12][CH:13]1[CH2:18][CH2:17][N:16](C(OC(C)(C)C)=O)[CH2:15][CH2:14]1.[F:37][C:38]([F:43])([F:42])[C:39]([OH:41])=[O:40].